From a dataset of Kir2.1 potassium channel HTS with 301,493 compounds. Binary Classification. Given a drug SMILES string, predict its activity (active/inactive) in a high-throughput screening assay against a specified biological target. (1) The molecule is Clc1c(Cc2sc(NC(=O)CSc3n(c(nn3)c3ccncc3)CC=C)nc2)cc(Cl)cc1. The result is 0 (inactive). (2) The compound is Clc1cc(c2n(Cc3ccccc3)c(=S)[nH]n2)ccc1. The result is 0 (inactive). (3) The compound is s1c2c(n(c(=O)n(CCC(=O)N3CCCCC3)c2=O)CC(=O)NCc2cc(OC)ccc2)cc1. The result is 0 (inactive). (4) The molecule is S(=O)(=O)(N(CC)CC)c1cc2[nH]c(=O)[nH]c2cc1. The result is 0 (inactive).